Dataset: Full USPTO retrosynthesis dataset with 1.9M reactions from patents (1976-2016). Task: Predict the reactants needed to synthesize the given product. (1) Given the product [NH2:28][C:6]1[N:7]=[C:2]([Cl:1])[C:3]([CH:9]([NH:19][C:20](=[O:26])[O:21][C:22]([CH3:25])([CH3:24])[CH3:23])[CH2:10][C:11]2[CH:16]=[C:15]([F:17])[CH:14]=[C:13]([F:18])[CH:12]=2)=[N:4][CH:5]=1, predict the reactants needed to synthesize it. The reactants are: [Cl:1][C:2]1[C:3]([CH:9]([NH:19][C:20](=[O:26])[O:21][C:22]([CH3:25])([CH3:24])[CH3:23])[CH2:10][C:11]2[CH:16]=[C:15]([F:17])[CH:14]=[C:13]([F:18])[CH:12]=2)=[N:4][CH:5]=[C:6](Cl)[N:7]=1.[OH-].[NH4+:28]. (2) Given the product [CH:1]1([C:4]2[CH:5]=[CH:6][C:7]([NH:14][C:15]3[CH:16]=[C:17]4[C:21](=[CH:22][CH:23]=3)[N:20]([CH2:24][CH:25]3[CH2:27][CH2:26]3)[CH:19]=[CH:18]4)=[C:8]([CH:13]=2)[C:9]([OH:11])=[O:10])[CH2:3][CH2:2]1, predict the reactants needed to synthesize it. The reactants are: [CH:1]1([C:4]2[CH:5]=[CH:6][C:7]([NH:14][C:15]3[CH:16]=[C:17]4[C:21](=[CH:22][CH:23]=3)[N:20]([CH2:24][CH:25]3[CH2:27][CH2:26]3)[CH:19]=[CH:18]4)=[C:8]([CH:13]=2)[C:9]([O:11]C)=[O:10])[CH2:3][CH2:2]1.[OH-].[Na+].C(O)C.Cl.